From a dataset of Reaction yield outcomes from USPTO patents with 853,638 reactions. Predict the reaction yield, written as a fraction of the theoretical maximum amount of product (1.0 means a 100% yield; for example, 0.34 means a 34% yield). The reactants are Br[CH2:2][C:3]([CH3:31])([CH3:30])[CH2:4][NH:5][C:6]([C:8]1[CH:9]=[N:10][N:11]2[CH:16]=[CH:15][C:14]([N:17]3[CH2:21][CH2:20][CH2:19][C@@H:18]3[C:22]3[C:23]([OH:29])=[N:24][CH:25]=[C:26]([F:28])[CH:27]=3)=[N:13][C:12]=12)=[O:7].CC([O-])(C)C.[K+]. The catalyst is C1COCC1. The product is [F:28][C:26]1[CH:27]=[C:22]2[C:23](=[O:29])[N:24]([CH:25]=1)[CH2:2][C:3]([CH3:31])([CH3:30])[CH2:4][NH:5][C:6](=[O:7])[C:8]1=[C:12]3[N:13]=[C:14]([CH:15]=[CH:16][N:11]3[N:10]=[CH:9]1)[N:17]1[C@@H:18]2[CH2:19][CH2:20][CH2:21]1. The yield is 0.600.